Task: Predict the reactants needed to synthesize the given product.. Dataset: Full USPTO retrosynthesis dataset with 1.9M reactions from patents (1976-2016) (1) Given the product [Cl:1][C:2]1[CH:7]=[CH:6][C:5]([C:8]2[CH:13]=[CH:12][C:11]([B:15]3[O:19][C:18]([CH3:21])([CH3:20])[C:17]([CH3:23])([CH3:22])[O:16]3)=[CH:10][CH:9]=2)=[CH:4][CH:3]=1, predict the reactants needed to synthesize it. The reactants are: [Cl:1][C:2]1[CH:7]=[CH:6][C:5]([C:8]2[CH:13]=[CH:12][C:11](I)=[CH:10][CH:9]=2)=[CH:4][CH:3]=1.[B:15]1([B:15]2[O:19][C:18]([CH3:21])([CH3:20])[C:17]([CH3:23])([CH3:22])[O:16]2)[O:19][C:18]([CH3:21])([CH3:20])[C:17]([CH3:23])([CH3:22])[O:16]1.C([O-])(=O)C.[K+]. (2) The reactants are: [Br:1][C:2]1[CH:3]=[C:4]2[C:9](=[CH:10][CH:11]=1)[N:8]=[CH:7]C(N)=C2NC.C1N=CN([C:20]([N:22]2[CH:26]=[N:25][CH:24]=[CH:23]2)=O)C=1.C1C[O:30]CC1. Given the product [Br:1][C:2]1[CH:3]=[CH:4][C:9]2[N:8]=[CH:7][C:24]3[NH:25][C:26](=[O:30])[N:22]([CH3:20])[C:23]=3[C:10]=2[CH:11]=1, predict the reactants needed to synthesize it. (3) Given the product [Br:1][C:2]1[N:3]=[C:4]([C:23]2[O:27][N:26]=[C:25]([C:28]3[CH:33]=[CH:32][C:31]([CH2:34][Cl:35])=[CH:30][CH:29]=3)[CH:24]=2)[C:5]([NH2:8])=[N:6][CH:7]=1, predict the reactants needed to synthesize it. The reactants are: [Br:1][C:2]1[N:3]=[C:4]([C:23]2[O:27][N:26]=[C:25]([C:28]3[CH:33]=[CH:32][C:31]([CH2:34][Cl:35])=[CH:30][CH:29]=3)[CH:24]=2)[C:5]([N:8](C(OC(C)(C)C)=O)C(=O)OC(C)(C)C)=[N:6][CH:7]=1.C(O)(C(F)(F)F)=O. (4) The reactants are: [Br:1][C:2]1[CH:8]=[C:7]([CH3:9])[CH:6]=[C:5]([F:10])[C:3]=1[NH2:4].Cl[C:12]([O:15]C(=O)OC(Cl)(Cl)Cl)(Cl)Cl.[NH2:23][CH:24]1[CH2:29][CH2:28][N:27]([C:30]([O:32][C:33]([CH3:36])([CH3:35])[CH3:34])=[O:31])[CH2:26][CH2:25]1. Given the product [Br:1][C:2]1[CH:8]=[C:7]([CH3:9])[CH:6]=[C:5]([F:10])[C:3]=1[NH:4][C:12]([NH:23][CH:24]1[CH2:25][CH2:26][N:27]([C:30]([O:32][C:33]([CH3:36])([CH3:35])[CH3:34])=[O:31])[CH2:28][CH2:29]1)=[O:15], predict the reactants needed to synthesize it. (5) The reactants are: [CH:1]([NH:14][C:15]1[CH:20]=[CH:19][C:18]([Cl:21])=[CH:17][C:16]=1[C:22]#[C:23][CH2:24][CH2:25][OH:26])([C:8]1[CH:13]=[CH:12][CH:11]=[CH:10][CH:9]=1)[C:2]1[CH:7]=[CH:6][CH:5]=[CH:4][CH:3]=1. Given the product [CH:1]([N:14]1[C:15]2[C:16](=[CH:17][C:18]([Cl:21])=[CH:19][CH:20]=2)[CH:22]=[C:23]1[CH2:24][CH2:25][OH:26])([C:8]1[CH:9]=[CH:10][CH:11]=[CH:12][CH:13]=1)[C:2]1[CH:7]=[CH:6][CH:5]=[CH:4][CH:3]=1, predict the reactants needed to synthesize it. (6) Given the product [Cl:1][CH2:2][C:3](=[O:16])[CH2:4][O:5][S:6]([C:9]1[C:10]([CH3:15])=[CH:11][CH:12]=[CH:13][CH:14]=1)(=[O:8])=[O:7], predict the reactants needed to synthesize it. The reactants are: [Cl:1][CH2:2][CH:3]([OH:16])[CH2:4][O:5][S:6]([C:9]1[C:10]([CH3:15])=[CH:11][CH:12]=[CH:13][CH:14]=1)(=[O:8])=[O:7].[Br-].[Na+].C(=O)([O-])O.[Na+].Cl[O-].[Na+].S([O-])([O-])(=O)=S.[Na+].[Na+].